From a dataset of Retrosynthesis with 50K atom-mapped reactions and 10 reaction types from USPTO. Predict the reactants needed to synthesize the given product. (1) Given the product NC(=O)c1cc(-c2cccnc2[C@H](Cc2cc(F)cc(F)c2)NC(=O)Cn2nc(C(F)(F)F)c3c2CCNC3)ccc1F, predict the reactants needed to synthesize it. The reactants are: CC(C)(C)OC(=O)N1CCc2c(c(C(F)(F)F)nn2CC(=O)N[C@@H](Cc2cc(F)cc(F)c2)c2ncccc2-c2ccc(F)c(C(N)=O)c2)C1. (2) Given the product c1ccc(CN2CCc3ccccc32)cc1, predict the reactants needed to synthesize it. The reactants are: BrCc1ccccc1.c1ccc2c(c1)CCN2. (3) Given the product Cc1ccc(COC(=O)C(C)c2ccc(CC(C)C)cc2)cc1, predict the reactants needed to synthesize it. The reactants are: CC(C)Cc1ccc(C(C)C(=O)O)cc1.Cc1ccc(CO)cc1. (4) Given the product CCOC(=O)C1=C(N(C)CCOCOCCOC)OCC1=O, predict the reactants needed to synthesize it. The reactants are: CCOC(=O)C1=C(N(C)CCO)OCC1=O.COCCOCCl. (5) The reactants are: COC(=O)c1c2c(cc(C#N)c1OC)CCCC2. Given the product COc1c(C#N)cc2c(c1C(=O)O)CCCC2, predict the reactants needed to synthesize it.